Dataset: Reaction yield outcomes from USPTO patents with 853,638 reactions. Task: Predict the reaction yield, written as a fraction of the theoretical maximum amount of product (1.0 means a 100% yield; for example, 0.34 means a 34% yield). (1) The reactants are [OH:1][C@H:2]1[C@@H:7]([CH2:8]/[CH:9]=[C:10](\[CH3:22])/[CH2:11][CH2:12]/[CH:13]=[C:14](\[CH3:21])/[CH2:15][CH2:16][CH:17]=[C:18]([CH3:20])[CH3:19])[C@H:6]([CH3:23])[C:5](=[O:24])[C:4]([O:25][CH3:26])=[C:3]1[O:27][CH3:28].[C:29](OC(=O)C)(=[O:31])[CH3:30]. The catalyst is N1C=CC=CC=1.CCOC(C)=O. The product is [C:29]([O:1][CH:2]1[CH:7]([CH2:8]/[CH:9]=[C:10](\[CH3:22])/[CH2:11][CH2:12]/[CH:13]=[C:14](\[CH3:21])/[CH2:15][CH2:16][CH:17]=[C:18]([CH3:20])[CH3:19])[CH:6]([CH3:23])[C:5](=[O:24])[C:4]([O:25][CH3:26])=[C:3]1[O:27][CH3:28])(=[O:31])[CH3:30]. The yield is 0.680. (2) The reactants are [CH2:1]([NH:8][C:9]1[CH:14]=[C:13]([C:15]2[CH:20]=[CH:19][CH:18]=[CH:17][C:16]=2[CH3:21])[C:12]([NH:22][CH3:23])=[CH:11][N:10]=1)[C:2]1[CH:7]=[CH:6][CH:5]=[CH:4][CH:3]=1.Cl[C:25]([O:27][CH2:28][C:29]1[CH:34]=[CH:33][CH:32]=[CH:31][CH:30]=1)=[O:26]. The catalyst is ClCCl.C(N(C(C)C)C(C)C)C. The product is [CH2:28]([O:27][C:25](=[O:26])[N:8]([CH2:1][C:2]1[CH:3]=[CH:4][CH:5]=[CH:6][CH:7]=1)[C:9]1[CH:14]=[C:13]([C:15]2[CH:20]=[CH:19][CH:18]=[CH:17][C:16]=2[CH3:21])[C:12]([NH:22][CH3:23])=[CH:11][N:10]=1)[C:29]1[CH:34]=[CH:33][CH:32]=[CH:31][CH:30]=1. The yield is 0.800. (3) The reactants are [BH4-].[Na+].CO.[CH3:5][O:6][C:7](=[O:33])[CH2:8][O:9][CH2:10][C:11]#[C:12][CH2:13][N:14]1[C:19](=[O:20])[CH2:18][CH2:17][CH2:16][C@@H:15]1[CH2:21][CH2:22][C:23](=[O:32])[CH2:24][C:25]1[CH:30]=[CH:29][CH:28]=[C:27]([Cl:31])[CH:26]=1. The catalyst is C(Cl)Cl. The product is [CH3:5][O:6][C:7](=[O:33])[CH2:8][O:9][CH2:10][C:11]#[C:12][CH2:13][N:14]1[C:19](=[O:20])[CH2:18][CH2:17][CH2:16][C@@H:15]1[CH2:21][CH2:22][CH:23]([OH:32])[CH2:24][C:25]1[CH:30]=[CH:29][CH:28]=[C:27]([Cl:31])[CH:26]=1. The yield is 0.920. (4) The reactants are [Cl:1][C:2]1[CH:7]=[CH:6][C:5]([O:8][C:9]2[C:14]([F:15])=[CH:13][C:12]([CH2:16][CH2:17][OH:18])=[CH:11][C:10]=2[F:19])=[CH:4][C:3]=1[C:20]([F:23])([F:22])[F:21].[N:24]#[C:25][NH2:26].[F:27][C:28]([F:34])([F:33])[S:29]([OH:32])(=[O:31])=[O:30]. The catalyst is C1COCC1. The product is [OH:32][S:29]([C:28]([F:34])([F:33])[F:27])(=[O:31])=[O:30].[C:25](=[NH:24])([O:18][CH2:17][CH2:16][C:12]1[CH:13]=[C:14]([F:15])[C:9]([O:8][C:5]2[CH:6]=[CH:7][C:2]([Cl:1])=[C:3]([C:20]([F:23])([F:22])[F:21])[CH:4]=2)=[C:10]([F:19])[CH:11]=1)[NH2:26]. The yield is 0.313. (5) The reactants are [NH2:1][C:2]1[S:3][C:4]2[C:9]([N:10]=1)=[CH:8][CH:7]=[C:6]([O:11][C:12]1[CH:13]=[C:14]([NH:18][C:19]([C:21]3[N:25]([CH3:26])[N:24]=[C:23]([CH3:27])[CH:22]=3)=[O:20])[CH:15]=[CH:16][CH:17]=1)[N:5]=2.[C:28](Cl)(=[O:30])[CH3:29]. The catalyst is CN(C)C(=O)C. The product is [C:28]([NH:1][C:2]1[S:3][C:4]2[C:9]([N:10]=1)=[CH:8][CH:7]=[C:6]([O:11][C:12]1[CH:13]=[C:14]([NH:18][C:19]([C:21]3[N:25]([CH3:26])[N:24]=[C:23]([CH3:27])[CH:22]=3)=[O:20])[CH:15]=[CH:16][CH:17]=1)[N:5]=2)(=[O:30])[CH3:29]. The yield is 0.570.